Dataset: Reaction yield outcomes from USPTO patents with 853,638 reactions. Task: Predict the reaction yield, written as a fraction of the theoretical maximum amount of product (1.0 means a 100% yield; for example, 0.34 means a 34% yield). The reactants are [OH-].[NH4+:2].[CH3:3][N:4]([N:6]=[N:7][C:8]1[C:12]([Br:13])=[CH:11][S:10][C:9]=1[C:14]([O:16]C)=O)[CH3:5].O. The catalyst is C1COCC1. The product is [CH3:3][N:4]([N:6]=[N:7][C:8]1[C:12]([Br:13])=[CH:11][S:10][C:9]=1[C:14]([NH2:2])=[O:16])[CH3:5]. The yield is 0.530.